Dataset: Reaction yield outcomes from USPTO patents with 853,638 reactions. Task: Predict the reaction yield, written as a fraction of the theoretical maximum amount of product (1.0 means a 100% yield; for example, 0.34 means a 34% yield). (1) The reactants are [F:1][C:2]1[C:10]([O:11][C:12]2[C:17]3=[C:18]([CH3:25])[C:19](C(O)(C)C)=[CH:20][N:16]3[N:15]=[CH:14][N:13]=2)=[CH:9][CH:8]=[C:7]2[C:3]=1[CH:4]=[C:5]([CH3:26])[NH:6]2.Br[CH2:28][CH2:29][CH2:30][OH:31].C(=O)([O-])[O-:33].[K+].[K+]. The catalyst is C(#N)C. The product is [F:1][C:2]1[C:10]([O:11][C:12]2[C:17]3=[C:18]([CH3:25])[C:19]([O:33][CH2:28][CH2:29][CH2:30][OH:31])=[CH:20][N:16]3[N:15]=[CH:14][N:13]=2)=[CH:9][CH:8]=[C:7]2[C:3]=1[CH:4]=[C:5]([CH3:26])[NH:6]2. The yield is 0.390. (2) The reactants are FC(F)(F)S(O[C:7]1[CH2:12][CH2:11][CH:10]([N:13]2[CH2:18][CH2:17][O:16][CH2:15][CH2:14]2)[CH2:9][CH:8]=1)(=O)=O.[CH3:21][C:22]1([CH3:38])[C:26]([CH3:28])([CH3:27])[O:25][B:24]([B:24]2[O:25][C:26]([CH3:28])([CH3:27])[C:22]([CH3:38])([CH3:21])[O:23]2)[O:23]1.C([O-])(=O)C.[K+]. The catalyst is O1CCOCC1.C1C=CC(P(C2C=CC=CC=2)[C-]2C=CC=C2)=CC=1.C1C=CC(P(C2C=CC=CC=2)[C-]2C=CC=C2)=CC=1.Cl[Pd]Cl.[Fe+2]. The product is [CH3:21][C:22]1([CH3:38])[C:26]([CH3:28])([CH3:27])[O:25][B:24]([C:7]2[CH2:12][CH2:11][CH:10]([N:13]3[CH2:18][CH2:17][O:16][CH2:15][CH2:14]3)[CH2:9][CH:8]=2)[O:23]1. The yield is 0.860. (3) The reactants are [Cl:1][C:2]1[CH:3]=[C:4]([CH2:9][C:10](N(OC)C)=[O:11])[CH:5]=[CH:6][C:7]=1[Cl:8].[C:16]1([Mg]Br)[CH:21]=[CH:20][CH:19]=[CH:18][CH:17]=1. The catalyst is C1COCC1. The product is [Cl:1][C:2]1[CH:3]=[C:4]([CH2:9][C:10]([C:16]2[CH:21]=[CH:20][CH:19]=[CH:18][CH:17]=2)=[O:11])[CH:5]=[CH:6][C:7]=1[Cl:8]. The yield is 0.850. (4) The reactants are Cl.[NH2:2][CH2:3][CH2:4][NH:5][C:6]1[CH:11]=[CH:10][CH:9]=[C:8]([NH2:12])[N:7]=1.[C:13](O)(=[O:16])[CH:14]=[CH2:15].CN(C(ON1N=NC2C=CC=NC1=2)=[N+](C)C)C.F[P-](F)(F)(F)(F)F.CCN(C(C)C)C(C)C. The catalyst is C(Cl)Cl. The product is [NH2:12][C:8]1[N:7]=[C:6]([NH:5][CH2:4][CH2:3][NH:2][C:13](=[O:16])[CH:14]=[CH2:15])[CH:11]=[CH:10][CH:9]=1. The yield is 0.520. (5) The reactants are Br[C:2]1[N:7]=[C:6]2[N:8]([C@H:12]([C:14]3[CH:19]=[CH:18][CH:17]=[CH:16][CH:15]=3)[CH3:13])[C:9]([OH:11])=[N:10][C:5]2=[N:4][CH:3]=1.[CH3:20][S-:21].[Na+].CN1CCCC1=O. The catalyst is CCOC(C)=O. The product is [CH3:20][S:21][C:2]1[N:7]=[C:6]2[N:8]([C@H:12]([C:14]3[CH:19]=[CH:18][CH:17]=[CH:16][CH:15]=3)[CH3:13])[C:9]([OH:11])=[N:10][C:5]2=[N:4][CH:3]=1. The yield is 0.240.